From a dataset of Full USPTO retrosynthesis dataset with 1.9M reactions from patents (1976-2016). Predict the reactants needed to synthesize the given product. Given the product [Cl:1][C:2]1[CH:12]=[C:11]([C:13]2[CH2:18][CH2:17][C:16](=[O:19])[NH:15][N:14]=2)[CH:10]=[CH:9][C:3]=1[O:4][CH2:5][C:6]([NH:42][CH2:43][CH2:44][CH2:45][O:46][C:47]1[CH:61]=[CH:60][C:50]([O:51][CH2:52][CH:53]([OH:59])[CH2:54][NH:55][CH:56]([CH3:57])[CH3:58])=[CH:49][CH:48]=1)=[O:8], predict the reactants needed to synthesize it. The reactants are: [Cl:1][C:2]1[CH:12]=[C:11]([C:13]2[CH2:18][CH2:17][C:16](=[O:19])[NH:15][N:14]=2)[CH:10]=[CH:9][C:3]=1[O:4][CH2:5][C:6]([OH:8])=O.Cl.CN(C)CCCN=C=NCC.OC1C2NN=NC=2N=CC=1.[NH2:42][CH2:43][CH2:44][CH2:45][O:46][C:47]1[CH:61]=[CH:60][C:50]([O:51][CH2:52][CH:53]([OH:59])[CH2:54][NH:55][CH:56]([CH3:58])[CH3:57])=[CH:49][CH:48]=1.[OH-].[Na+].